This data is from Full USPTO retrosynthesis dataset with 1.9M reactions from patents (1976-2016). The task is: Predict the reactants needed to synthesize the given product. (1) Given the product [CH2:32]([N:39]1[CH2:44][CH2:43][N:42]([CH2:12][CH2:13][C:14]2[CH:15]=[C:16]3[C:20](=[CH:21][CH:22]=2)[NH:19][CH:18]=[C:17]3[S:23]([C:26]2[CH:27]=[CH:28][CH:29]=[CH:30][CH:31]=2)(=[O:24])=[O:25])[CH2:41][CH2:40]1)[C:33]1[CH:34]=[CH:35][CH:36]=[CH:37][CH:38]=1, predict the reactants needed to synthesize it. The reactants are: CC1C=CC(S(O[CH2:12][CH2:13][C:14]2[CH:15]=[C:16]3[C:20](=[CH:21][CH:22]=2)[NH:19][CH:18]=[C:17]3[S:23]([C:26]2[CH:31]=[CH:30][CH:29]=[CH:28][CH:27]=2)(=[O:25])=[O:24])(=O)=O)=CC=1.[CH2:32]([N:39]1[CH2:44][CH2:43][NH:42][CH2:41][CH2:40]1)[C:33]1[CH:38]=[CH:37][CH:36]=[CH:35][CH:34]=1. (2) Given the product [CH2:1]([O:8][C:9]1[CH:27]=[C:26]([O:28][CH2:29][C:30]2[CH:35]=[CH:34][CH:33]=[CH:32][CH:31]=2)[C:25]([CH:36]([CH3:38])[CH3:37])=[CH:24][C:10]=1[C:11]([NH:13][C:14]1[CH:15]=[C:16]2[C:20](=[CH:21][CH:22]=1)[N:19]([CH3:23])[CH:18]=[CH:17]2)=[S:48])[C:2]1[CH:7]=[CH:6][CH:5]=[CH:4][CH:3]=1, predict the reactants needed to synthesize it. The reactants are: [CH2:1]([O:8][C:9]1[CH:27]=[C:26]([O:28][CH2:29][C:30]2[CH:35]=[CH:34][CH:33]=[CH:32][CH:31]=2)[C:25]([CH:36]([CH3:38])[CH3:37])=[CH:24][C:10]=1[C:11]([NH:13][C:14]1[CH:15]=[C:16]2[C:20](=[CH:21][CH:22]=1)[N:19]([CH3:23])[CH:18]=[CH:17]2)=O)[C:2]1[CH:7]=[CH:6][CH:5]=[CH:4][CH:3]=1.COC1C=CC(P2(SP(C3C=CC(OC)=CC=3)(=S)S2)=[S:48])=CC=1.O.NN. (3) Given the product [CH2:31]([N:30]([CH2:33][CH3:34])[C:28]([C:27]1[CH:26]=[CH:25][C:24]([C@H:9]([C:10]2[CH:15]=[CH:14][CH:13]=[C:12]([O:16][S:17]([C:20]([F:21])([F:22])[F:23])(=[O:18])=[O:19])[CH:11]=2)[N:3]2[C@@H:2]([CH3:1])[CH2:7][N:6]([CH2:39][C:50]3[CH:51]=[CH:52][C:47]([C:46]([O:54][CH3:55])=[O:53])=[CH:48][CH:49]=3)[C@H:5]([CH3:8])[CH2:4]2)=[CH:36][CH:35]=1)=[O:29])[CH3:32], predict the reactants needed to synthesize it. The reactants are: [CH3:1][C@H:2]1[CH2:7][NH:6][C@H:5]([CH3:8])[CH2:4][N:3]1[C@H:9]([C:24]1[CH:36]=[CH:35][C:27]([C:28]([N:30]([CH2:33][CH3:34])[CH2:31][CH3:32])=[O:29])=[CH:26][CH:25]=1)[C:10]1[CH:15]=[CH:14][CH:13]=[C:12]([O:16][S:17]([C:20]([F:23])([F:22])[F:21])(=[O:19])=[O:18])[CH:11]=1.[I-].[Na+].[CH2:39](N(CC)CC)C.[C:46]([O:54][CH2:55]Br)(=[O:53])[C:47]1[CH:52]=[CH:51][CH:50]=[CH:49][CH:48]=1. (4) Given the product [ClH:48].[Cl:1][C:11]1[CH:12]=[C:13]([C@@H:16]2[O:21][CH2:20][CH2:19][NH:18][CH2:17]2)[CH:14]=[CH:15][C:10]=1[NH:9][C:7](=[O:8])[C:6]1[CH:23]=[C:24]([O:26][CH3:27])[N:25]=[C:4]([C:2]#[N:3])[CH:5]=1, predict the reactants needed to synthesize it. The reactants are: [ClH:1].[C:2]([C:4]1[CH:5]=[C:6]([CH:23]=[C:24]([O:26][CH3:27])[N:25]=1)[C:7]([NH:9][C:10]1[CH:15]=[CH:14][C:13]([C@@H:16]2[O:21][CH2:20][CH2:19][NH:18][CH2:17]2)=[C:12](F)[CH:11]=1)=[O:8])#[N:3].C(OC(N1CCO[C@@H](C2C=CC(N)=C([Cl:48])C=2)C1)=O)(C)(C)C.